Dataset: Catalyst prediction with 721,799 reactions and 888 catalyst types from USPTO. Task: Predict which catalyst facilitates the given reaction. Reactant: CC([O-])(C)C.[K+].C([O:12][N:13]=O)CC(C)C.[CH2:15]1[CH2:25][C:23](=[O:24])[C:22]2[C:17](=[CH:18][CH:19]=[CH:20][CH:21]=2)[CH2:16]1.Cl. Product: [C:23]1(=[O:24])[C:22]2[C:17](=[CH:18][CH:19]=[CH:20][CH:21]=2)[CH2:16][CH2:15][C:25]1=[N:13][OH:12]. The catalyst class is: 1.